Binary Classification. Given a miRNA mature sequence and a target amino acid sequence, predict their likelihood of interaction. From a dataset of Experimentally validated miRNA-target interactions with 360,000+ pairs, plus equal number of negative samples. (1) The miRNA is hsa-miR-205-5p with sequence UCCUUCAUUCCACCGGAGUCUG. The protein sequence of the target gene is MNAAVVRRTQEALGKVIRRPPLTEKLLSKPPFRYLHDIITEVIRMTGFMKGLYTDAEMKSDNVKDKDAKISFLQKAIDVVVMVSGEPLLAKPARIVAGHEPERTNELLQIIGKCCLNKLSSDDAVRRVLAGEKGEVKGRASLTSRSQELDNKNVREEESRVHKNTEDRGDAEIKERSTSRDRKQKEELKEDRKPREKDKDKEKAKENGGNRHREGERERAKARARPDNERQKDRGNRERDRDSERKKETERKSEGGKEKERLRDRDRERDRDKGKDRDRRRVKNGEHSWDLDREKNREHD.... Result: 1 (interaction). (2) The miRNA is hsa-miR-4644 with sequence UGGAGAGAGAAAAGAGACAGAAG. The protein sequence of the target gene is MRSRAASAPLPTPLLPLLLLLLLLPPSPLLGDQVGPCRSLGSGGRSSSGACAPVGWLCPASASNLWLYTSRCRESGIELTGHLVPHHDGLRVWCPESGAHIPLPPSSEGCPWSCRLLGIGGHLSPQGTLTLPEEHPCLKAPRLRCQSCKLAQAPGLRAGEGSPEESLGGRRKRNVNTAPQFQPPSYQATVPENQPAGTSVASLRAIDPDEGEAGRLEYTMDALFDSRSNHFFSLDPITGVVTTAEELDRETKSTHVFRVTAQDHGMPRRSALATLTILVTDTNDHDPVFEQQEYKESLRE.... Result: 0 (no interaction). (3) The miRNA is mmu-miR-363-5p with sequence CAGGUGGAACACGAUGCAAUUU. The protein sequence of the target gene is MASRRMETKPVITCLKTLLIIYSFVFWITGVILLAVGVWGKLTLGTYISLIAENSTNAPYVLIGTGTTIVVFGLFGCFATCRGSPWMLKLYAMFLSLVFLAELVAGISGFVFRHEIKDTFLRTYTDAMQTYNGNDERSRAVDHVQRSLSCCGVQNYTNWSTSPYFLEHGIPPSCCMNETDCNPQDLHNLTVAATKVNQKGCYDLVTSFMETNMGIIAGVAFGIAFSQLIGMLLACCLSRFITANQYEMV. Result: 0 (no interaction).